This data is from Forward reaction prediction with 1.9M reactions from USPTO patents (1976-2016). The task is: Predict the product of the given reaction. (1) Given the reactants Br[C:2]1[CH:9]=[C:8]([Cl:10])[CH:7]=[CH:6][C:3]=1[CH:4]=O.[CH2:11]1[CH:15]2[CH2:16][NH:17][CH2:18][CH:14]2[CH2:13][N:12]1[C:19]([O:21]C(C)(C)C)=[O:20].[NH:26]1[CH2:29][CH2:28][CH2:27]1.[CH2:30]1[C:35](=[O:36])[N:34](OC(O[N:34]2[C:35](=[O:36])[CH2:30][CH2:31][C:32]2=[O:33])=O)[C:32](=[O:33])[CH2:31]1, predict the reaction product. The product is: [N:26]1([C:2]2[CH:9]=[C:8]([Cl:10])[CH:7]=[CH:6][C:3]=2[CH2:4][N:17]2[CH2:18][CH:14]3[CH2:13][N:12]([C:19]([O:21][N:34]4[C:35](=[O:36])[CH2:30][CH2:31][C:32]4=[O:33])=[O:20])[CH2:11][CH:15]3[CH2:16]2)[CH2:29][CH2:28][CH2:27]1. (2) The product is: [CH3:1][C:2]1[C:9]([F:10])=[C:8]([F:11])[C:5]([CH2:6][O:7][C:24]([C@H:23]2[C:22]([CH3:28])([CH3:27])[C@H:21]2/[CH:20]=[C:15](\[Cl:14])/[C:16]([F:19])([F:18])[F:17])=[O:25])=[C:4]([F:12])[C:3]=1[F:13]. Given the reactants [CH3:1][C:2]1[C:9]([F:10])=[C:8]([F:11])[C:5]([CH2:6][OH:7])=[C:4]([F:12])[C:3]=1[F:13].[Cl:14]/[C:15](=[CH:20]\[C@@H:21]1[C@H:23]([C:24](Cl)=[O:25])[C:22]1([CH3:28])[CH3:27])/[C:16]([F:19])([F:18])[F:17], predict the reaction product. (3) Given the reactants [Cl:1][C:2]1[N:3]=[C:4]2[C@@H:10]([CH2:11][CH2:12][N:13]3[CH:17]=[C:16]([C:18]([O:20]CC)=[O:19])[CH:15]=[N:14]3)[O:9][C@H:8]([C:23]3[CH:28]=[CH:27][CH:26]=[C:25]([O:29][CH3:30])[C:24]=3[O:31][CH3:32])[C:7]3[CH:33]=[C:34]([Cl:37])[CH:35]=[CH:36][C:6]=3[N:5]2[CH:38]=1.[OH-].[Na+].Cl, predict the reaction product. The product is: [Cl:1][C:2]1[N:3]=[C:4]2[C@@H:10]([CH2:11][CH2:12][N:13]3[CH:17]=[C:16]([C:18]([OH:20])=[O:19])[CH:15]=[N:14]3)[O:9][C@H:8]([C:23]3[CH:28]=[CH:27][CH:26]=[C:25]([O:29][CH3:30])[C:24]=3[O:31][CH3:32])[C:7]3[CH:33]=[C:34]([Cl:37])[CH:35]=[CH:36][C:6]=3[N:5]2[CH:38]=1. (4) The product is: [F:1][C:2]1[CH:3]=[C:4]([CH2:9][O:10][CH3:13])[CH:5]=[C:6]([F:8])[CH:7]=1. Given the reactants [F:1][C:2]1[CH:3]=[C:4]([CH2:9][OH:10])[CH:5]=[C:6]([F:8])[CH:7]=1.[H-].[Na+].[CH3:13]I, predict the reaction product. (5) Given the reactants [Br:1][C:2]1[CH:29]=[CH:28][C:27]([F:30])=[CH:26][C:3]=1[O:4][CH:5]1[CH2:10][CH2:9][N:8]([C:11]2[S:12][C:13]3[C:18](Cl)=[N:17][C:16]([S:20][CH2:21][C:22]([OH:24])=[O:23])=[N:15][C:14]=3[N:25]=2)[CH2:7][CH2:6]1.[CH3:31][OH:32], predict the reaction product. The product is: [Br:1][C:2]1[CH:29]=[CH:28][C:27]([F:30])=[CH:26][C:3]=1[O:4][CH:5]1[CH2:10][CH2:9][N:8]([C:11]2[S:12][C:13]3[C:18]([O:32][CH3:31])=[N:17][C:16]([S:20][CH2:21][C:22]([OH:24])=[O:23])=[N:15][C:14]=3[N:25]=2)[CH2:7][CH2:6]1. (6) The product is: [Br:1][C:2]1[CH:12]=[C:11]2[C:5]([CH:6]3[CH2:14][CH:8]([N:9]=[C:10]2[Cl:16])[CH2:7]3)=[CH:4][CH:3]=1. Given the reactants [Br:1][C:2]1[CH:12]=[C:11]2[C:5]([CH:6]3[CH2:14][CH:8]([NH:9][C:10]2=O)[CH2:7]3)=[CH:4][CH:3]=1.P(Cl)(Cl)(Cl)(Cl)[Cl:16].CCN(C(C)C)C(C)C, predict the reaction product. (7) Given the reactants C([O:3][C:4]([C:6]1[C:7]([CH:24]([F:26])[F:25])=[N:8][N:9]([C:18]2[CH:23]=[CH:22][CH:21]=[CH:20][CH:19]=2)[C:10]=1[C:11]([F:17])([F:16])[C:12]([F:15])([F:14])[F:13])=[O:5])C.[OH-].[Na+], predict the reaction product. The product is: [C:18]1([N:9]2[C:10]([C:11]([F:16])([F:17])[C:12]([F:13])([F:14])[F:15])=[C:6]([C:4]([OH:5])=[O:3])[C:7]([CH:24]([F:25])[F:26])=[N:8]2)[CH:23]=[CH:22][CH:21]=[CH:20][CH:19]=1. (8) Given the reactants [CH:1]([C:3]1[C:20]([OH:21])=[CH:19][CH:18]=[CH:17][C:4]=1[O:5][CH2:6][C@@H:7]1[CH2:12][CH2:11][C@H:10]([C:13]([O:15]C)=[O:14])[CH2:9][CH2:8]1)=[O:2].[OH-].[Na+], predict the reaction product. The product is: [CH:1]([C:3]1[C:20]([OH:21])=[CH:19][CH:18]=[CH:17][C:4]=1[O:5][CH2:6][C@@H:7]1[CH2:8][CH2:9][C@H:10]([C:13]([OH:15])=[O:14])[CH2:11][CH2:12]1)=[O:2].